From a dataset of Peptide-MHC class I binding affinity with 185,985 pairs from IEDB/IMGT. Regression. Given a peptide amino acid sequence and an MHC pseudo amino acid sequence, predict their binding affinity value. This is MHC class I binding data. (1) The peptide sequence is NVTESFDAW. The MHC is Mamu-B17 with pseudo-sequence Mamu-B17. The binding affinity (normalized) is 0.219. (2) The peptide sequence is IVNRNRQGY. The MHC is HLA-A68:02 with pseudo-sequence HLA-A68:02. The binding affinity (normalized) is 0. (3) The peptide sequence is GTVPTDNPF. The binding affinity (normalized) is 0.0847. The MHC is HLA-A03:01 with pseudo-sequence HLA-A03:01.